From a dataset of Full USPTO retrosynthesis dataset with 1.9M reactions from patents (1976-2016). Predict the reactants needed to synthesize the given product. (1) Given the product [CH3:22][S:23]([O:12][CH2:11][C:8]1[CH:7]=[CH:6][C:5]([O:4][CH2:3][C:2]([F:1])([F:13])[F:14])=[CH:10][N:9]=1)(=[O:25])=[O:24], predict the reactants needed to synthesize it. The reactants are: [F:1][C:2]([F:14])([F:13])[CH2:3][O:4][C:5]1[CH:6]=[CH:7][C:8]([CH2:11][OH:12])=[N:9][CH:10]=1.C(N(CC)CC)C.[CH3:22][S:23](Cl)(=[O:25])=[O:24]. (2) Given the product [CH3:8][N:9]([CH3:11])/[CH:10]=[CH:1]/[C:2](=[O:7])[CH2:3][CH2:4][CH2:5][CH3:6], predict the reactants needed to synthesize it. The reactants are: [CH3:1][C:2](=[O:7])[CH2:3][CH2:4][CH2:5][CH3:6].[CH3:8][N:9]([CH:11](OC)OC)[CH3:10].